From a dataset of Reaction yield outcomes from USPTO patents with 853,638 reactions. Predict the reaction yield, written as a fraction of the theoretical maximum amount of product (1.0 means a 100% yield; for example, 0.34 means a 34% yield). (1) The reactants are [CH3:1][C:2]1[O:6][C:5]([CH:7]([NH2:13])[C:8]2([CH3:12])[CH2:11][O:10][CH2:9]2)=[CH:4][CH:3]=1.C([O:16][C:17]1[C:18](=[O:38])[C:19](=O)[C:20]=1[NH:21][C:22]1[CH:27]=[CH:26][CH:25]=[C:24]([C:28]([N:30]2[CH2:34][CH2:33][C@@H:32]([OH:35])[CH2:31]2)=[O:29])[C:23]=1[OH:36])C. The catalyst is CO. The product is [OH:36][C:23]1[C:24]([C:28]([N:30]2[CH2:34][CH2:33][C@@H:32]([OH:35])[CH2:31]2)=[O:29])=[CH:25][CH:26]=[CH:27][C:22]=1[NH:21][C:20]1[C:17](=[O:16])[C:18](=[O:38])[C:19]=1[NH:13][CH:7]([C:5]1[O:6][C:2]([CH3:1])=[CH:3][CH:4]=1)[C:8]1([CH3:12])[CH2:9][O:10][CH2:11]1. The yield is 0.720. (2) The reactants are [CH2:1]([O:3][C:4]1[CH:5]=[C:6]2[C:11](=[C:12]3[CH2:16][C:15]([CH3:18])([CH3:17])[O:14][C:13]=13)[C:10]([C:19]1[CH:28]=[CH:27][C:22]([C:23]([O:25]C)=[O:24])=[C:21]([NH:29][C:30]([C:32]3[CH:41]=[CH:40][C:39]4[C:34](=[CH:35][CH:36]=[CH:37][CH:38]=4)[N:33]=3)=[O:31])[CH:20]=1)=[N:9][C:8]([CH3:43])([CH3:42])[CH2:7]2)[CH3:2].[OH-].[Na+]. The catalyst is CO. The product is [CH2:1]([O:3][C:4]1[CH:5]=[C:6]2[C:11](=[C:12]3[CH2:16][C:15]([CH3:18])([CH3:17])[O:14][C:13]=13)[C:10]([C:19]1[CH:28]=[CH:27][C:22]([C:23]([OH:25])=[O:24])=[C:21]([NH:29][C:30]([C:32]3[CH:41]=[CH:40][C:39]4[C:34](=[CH:35][CH:36]=[CH:37][CH:38]=4)[N:33]=3)=[O:31])[CH:20]=1)=[N:9][C:8]([CH3:42])([CH3:43])[CH2:7]2)[CH3:2]. The yield is 0.880.